The task is: Predict which catalyst facilitates the given reaction.. This data is from Catalyst prediction with 721,799 reactions and 888 catalyst types from USPTO. (1) Reactant: Cl[C:2]1[N:10]2[C:6](=[N:7][C:8]3[CH:14]=[CH:13][CH:12]=[CH:11][C:9]=32)[C:5]([C:15]#[N:16])=[C:4]([CH3:17])[C:3]=1[CH2:18][CH3:19].C1CCN2C(=NCCC2)CC1.Cl.[CH2:32]([N:34]([CH2:38][CH3:39])[CH2:35][CH2:36][SH:37])[CH3:33]. Product: [CH2:32]([N:34]([CH2:38][CH3:39])[CH2:35][CH2:36][S:37][C:2]1[N:10]2[C:6](=[N:7][C:8]3[CH:14]=[CH:13][CH:12]=[CH:11][C:9]=32)[C:5]([C:15]#[N:16])=[C:4]([CH3:17])[C:3]=1[CH2:18][CH3:19])[CH3:33]. The catalyst class is: 48. (2) Reactant: [OH:1][C:2]1[CH:7]=[C:6]([OH:8])[CH:5]=[CH:4][C:3]=1/C(=N\O)/C.P(Cl)(Cl)(Cl)=O.C([O-])(O)=O.[Na+].[C:23](#[N:25])[CH3:24]. Product: [CH3:24][C:23]1[O:1][C:2]2[CH:7]=[C:6]([OH:8])[CH:5]=[CH:4][C:3]=2[N:25]=1. The catalyst class is: 44. (3) Product: [CH:1]1([N:6]2[C:14]3[CH:13]=[C:12]([CH:15]=[O:18])[CH:11]=[C:10]([C:19]([NH:21][CH2:22][C:23]4[C:24](=[O:31])[NH:25][C:26]([CH3:30])=[CH:27][C:28]=4[CH3:29])=[O:20])[C:9]=3[CH:8]=[N:7]2)[CH2:2][CH2:3][CH2:4][CH2:5]1. Reactant: [CH:1]1([N:6]2[C:14]3[CH:13]=[C:12]([CH:15]([OH:18])CO)[CH:11]=[C:10]([C:19]([NH:21][CH2:22][C:23]4[C:24](=[O:31])[NH:25][C:26]([CH3:30])=[CH:27][C:28]=4[CH3:29])=[O:20])[C:9]=3[CH:8]=[N:7]2)[CH2:5][CH2:4][CH2:3][CH2:2]1. The catalyst class is: 20. (4) Reactant: [NH2:1][C:2]1[CH:7]=[C:6]([Br:8])[CH:5]=[CH:4][C:3]=1[NH:9][C:10](=O)[C@@H:11]([NH:16][C:17](=[O:23])[O:18][C:19]([CH3:22])([CH3:21])[CH3:20])[C:12]([CH3:15])([CH3:14])[CH3:13]. Product: [Br:8][C:6]1[CH:5]=[CH:4][C:3]2[N:9]=[C:10]([C@@H:11]([NH:16][C:17](=[O:23])[O:18][C:19]([CH3:22])([CH3:21])[CH3:20])[C:12]([CH3:15])([CH3:14])[CH3:13])[NH:1][C:2]=2[CH:7]=1. The catalyst class is: 15. (5) Reactant: [C:1]([C:3]1[C:4](CC2C(C(C)C)=C(OC)N=C(OC)N=2)=[C:5]([CH:10]=[CH:11][C:12]#[N:13])[CH:6]=[C:7]([CH3:9])[CH:8]=1)#N.Cl[C:29]1C(C(C)C)=C(OC)N=C(OC)[N:30]=1.BrCC1C=C(C=CC#N)C=C(C)C=1.[H-].[Na+].[Cl-].[NH4+]. Product: [C:29]([CH2:1][C:3]1[CH:4]=[C:5]([CH:10]=[CH:11][C:12]#[N:13])[CH:6]=[C:7]([CH3:9])[CH:8]=1)#[N:30]. The catalyst class is: 3. (6) Reactant: [C:1]12([NH:6][C:7]3[C:12]([C:13]#[N:14])=[CH:11][N:10]=[C:9]([S:15][CH3:16])[N:8]=3)[CH2:5][CH:3]([CH2:4]1)[CH2:2]2.[OH:17]O.[OH-].[Na+]. Product: [C:1]12([NH:6][C:7]3[C:12]([C:13]([NH2:14])=[O:17])=[CH:11][N:10]=[C:9]([S:15][CH3:16])[N:8]=3)[CH2:2][CH:3]([CH2:5]1)[CH2:4]2. The catalyst class is: 16. (7) Reactant: [Br:1][C:2]1[CH:9]=[CH:8][C:5]([CH:6]=O)=[C:4]([O:10][C:11]([CH3:15])([C:13]#[CH:14])[CH3:12])[CH:3]=1.C1(P(C2C=CC=CC=2)(C2C=CC=CC=2)=[CH:23][CH:24]=[O:25])C=CC=CC=1. Product: [Br:1][C:2]1[CH:9]=[CH:8][C:5]([CH:6]=[CH:23][CH:24]=[O:25])=[C:4]([O:10][C:11]([CH3:15])([C:13]#[CH:14])[CH3:12])[CH:3]=1. The catalyst class is: 7.